From a dataset of Experimentally validated miRNA-target interactions with 360,000+ pairs, plus equal number of negative samples. Binary Classification. Given a miRNA mature sequence and a target amino acid sequence, predict their likelihood of interaction. (1) The miRNA is hsa-miR-6788-3p with sequence UUCGCCACUUCCCUCCCUGCAG. The protein sequence of the target gene is MQRRQRAPPASQPAQDGGRSEDVEVQFSAGRLGSAAPAGPPARGTAEDEERLEREHFWKVINAFRYYGTSMHERVNRTERQFRSLPENQQKLLPQFPLHLDKIRKCIDHNQEILLTIVNDCIHMFENKEYGEDANGKIMPASTFDMDKLKSTLKQFVRDWSETGKAERDACYKPIIKEIIKNFPKERWDPSKVNILVPGAGLGRLAWEVAMLGYACQGNEWSFFMLFSSNFVLNRCSEINKYKLYPWIHQFSNNRRSADQIRPILFPDVDPHSLPPGSNFSMTAGDFQEIYSECNAWDCI.... Result: 0 (no interaction). (2) The miRNA is hsa-miR-4676-5p with sequence GAGCCAGUGGUGAGACAGUGA. The protein sequence of the target gene is MFVLVEMVDTVRIPPWQFERKLNDSIAEELNKKLANKVVYNVGLCICLFDITKLEDAYVFPGDGASHTKVHFRCVVFHPFLDEILIGKIKGCSPEGVHVSLGFFDDILIPPESLQQPAKFDEAEQVWVWEYETEEGAHDLYMDTGEEIRFRVVDESFVDTSPTGPSSADATTSSEELPKKEAPYTLVGSISEPGLGLLSWWTSN. Result: 0 (no interaction). (3) The miRNA is hsa-miR-212-5p with sequence ACCUUGGCUCUAGACUGCUUACU. The protein sequence of the target gene is MADVSVDQSKLPGVKEVCRDFAVLEDHTLAHSLQEQEIEHHLASNIQRNRLVQHDLQVAKQLQEEDLKAQAQLQKRYKALEQHDCEIAQEIQEKLTIEAERRRIQEKKDEDIARLLQEKELQEEKRRKKHTPEFSGGSVFGDNYYHEDGGMKPRGIKEAVSTPARASHRDQEWYDAEIARKLQEEELLATHVDMRAAQVAQDEEIARLLMAEEKKAYKKAKEREKSSLDKRKHDPECKLKAKSAHSKSKEGDEAHRSKIDRPSRPPPPTMMGLEDTDPTHFTNQHSTTWHLPKSESSQKG.... Result: 0 (no interaction).